Dataset: Full USPTO retrosynthesis dataset with 1.9M reactions from patents (1976-2016). Task: Predict the reactants needed to synthesize the given product. The reactants are: [CH2:1]([C@@:4]1([CH3:45])[C:8]2=[N:9][CH:10]=[C:11]([N:14]([CH2:25][C:26]3[CH:31]=[CH:30][CH:29]=[C:28]([C:32]([F:35])([F:34])[F:33])[CH:27]=3)[C:15](=[O:24])[O:16][CH2:17][C:18]3[CH:23]=[CH:22][CH:21]=[CH:20][CH:19]=3)[C:12](=[O:13])[N:7]2[C@H:6]([C:36]([NH:38][C:39]2[CH:44]=[CH:43][CH:42]=[CH:41][CH:40]=2)=[O:37])[CH2:5]1)[CH:2]=C.[OH2:46].CC#N.C(Cl)(Cl)(Cl)Cl.[OH2:55]. Given the product [NH:38]([C:36]([C@H:6]1[N:7]2[C:12](=[O:13])[C:11]([N:14]([C:15]([O:16][CH2:17][C:18]3[CH:23]=[CH:22][CH:21]=[CH:20][CH:19]=3)=[O:24])[CH2:25][C:26]3[CH:31]=[CH:30][CH:29]=[C:28]([C:32]([F:34])([F:33])[F:35])[CH:27]=3)=[CH:10][N:9]=[C:8]2[C@@:4]([CH2:1][C:2]([OH:55])=[O:46])([CH3:45])[CH2:5]1)=[O:37])[C:39]1[CH:40]=[CH:41][CH:42]=[CH:43][CH:44]=1, predict the reactants needed to synthesize it.